This data is from Reaction yield outcomes from USPTO patents with 853,638 reactions. The task is: Predict the reaction yield, written as a fraction of the theoretical maximum amount of product (1.0 means a 100% yield; for example, 0.34 means a 34% yield). (1) The reactants are [C:1]([CH2:8][N:9]1[CH2:22][CH2:21][CH2:20][NH:19][CH2:18][CH2:17][N:16]([CH2:23][C:24]([O:26][C:27]([CH3:30])([CH3:29])[CH3:28])=[O:25])[CH2:15][CH2:14][CH2:13][NH:12][CH2:11][CH2:10]1)([O:3][C:4]([CH3:7])([CH3:6])[CH3:5])=[O:2].[CH3:31]I. The catalyst is C(Cl)(Cl)Cl. The product is [C:24]([CH2:23][N:16]1[CH2:15][CH2:14][CH2:13][NH:12][CH2:11][CH2:10][N:9]([CH2:8][C:1]([O:3][C:4]([CH3:6])([CH3:5])[CH3:7])=[O:2])[CH2:22][CH2:21][CH2:20][N:19]([CH3:31])[CH2:18][CH2:17]1)([O:26][C:27]([CH3:30])([CH3:29])[CH3:28])=[O:25]. The yield is 0.840. (2) The reactants are [N].N1C2[C:5](=CC=CC=2)[CH:4]=[CH:3]1.[Br:11][C:12]1[CH:13]=[C:14]([C:21]([O:23][CH3:24])=[O:22])[C:15]2[CH:16]=[CH:17][NH:18][C:19]=2[CH:20]=1.[Cl-].C(C[P+](C)(C)C)#N.CC(O)C.[H-].[Na+]. The catalyst is C1COCC1. The product is [Br:11][C:12]1[CH:13]=[C:14]([C:21]([O:23][CH3:24])=[O:22])[C:15]2[CH:16]=[CH:17][N:18]([CH:4]([CH3:5])[CH3:3])[C:19]=2[CH:20]=1. The yield is 0.800. (3) The reactants are [Br:1][C:2]1[CH:10]=[CH:9][C:5]([C:6](Cl)=[O:7])=[CH:4][CH:3]=1.[S:11]1[C:15]2[CH2:16][CH2:17][CH2:18][CH2:19][C:14]=2[N:13]=[C:12]1[NH2:20]. The catalyst is N1C=CC=CC=1.O. The product is [Br:1][C:2]1[CH:10]=[CH:9][C:5]([C:6]([NH:20][C:12]2[S:11][C:15]3[CH2:16][CH2:17][CH2:18][CH2:19][C:14]=3[N:13]=2)=[O:7])=[CH:4][CH:3]=1. The yield is 0.780. (4) The reactants are [C:1]([OH:5])(=O)[CH:2]=O.[CH3:6][C:7]([C:9]1[CH:14]=[CH:13][CH:12]=[C:11]([Cl:15])[CH:10]=1)=O.[NH4+:16].[OH-].O.[NH2:19]N. The catalyst is O. The product is [Cl:15][C:11]1[CH:10]=[C:9]([C:7]2[CH:6]=[CH:2][C:1](=[O:5])[NH:16][N:19]=2)[CH:14]=[CH:13][CH:12]=1. The yield is 0.490. (5) The reactants are [CH3:1][C:2]1[C:6]([C:7]2[CH:19]=[C:18]3[C:10]([C:11]4[CH:12]=[C:13]([C:20]([O:22]CC)=[O:21])[CH:14]=[CH:15][C:16]=4[NH:17]3)=[C:9]([C:25](=[O:28])[NH:26][CH3:27])[CH:8]=2)=[C:5]([CH3:29])[O:4][N:3]=1.[OH-].[Na+]. The catalyst is C1COCC1.CO. The product is [CH3:1][C:2]1[C:6]([C:7]2[CH:19]=[C:18]3[C:10]([C:11]4[CH:12]=[C:13]([C:20]([OH:22])=[O:21])[CH:14]=[CH:15][C:16]=4[NH:17]3)=[C:9]([C:25](=[O:28])[NH:26][CH3:27])[CH:8]=2)=[C:5]([CH3:29])[O:4][N:3]=1. The yield is 0.970.